From a dataset of Acute oral toxicity (LD50) regression data from Zhu et al.. Regression/Classification. Given a drug SMILES string, predict its toxicity properties. Task type varies by dataset: regression for continuous values (e.g., LD50, hERG inhibition percentage) or binary classification for toxic/non-toxic outcomes (e.g., AMES mutagenicity, cardiotoxicity, hepatotoxicity). Dataset: ld50_zhu. The drug is NC(=O)C(N)=O. The rat oral LD50 is 2.29, given as -log10 of the dose in mol/kg body weight (higher means more acutely toxic).